From a dataset of Reaction yield outcomes from USPTO patents with 853,638 reactions. Predict the reaction yield, written as a fraction of the theoretical maximum amount of product (1.0 means a 100% yield; for example, 0.34 means a 34% yield). (1) The reactants are C([O:3][C:4]([C:6]1[S:10][C:9]([NH:11][C:12](=[O:28])[CH:13]([C:20]2[CH:25]=[CH:24][C:23]([Cl:26])=[C:22]([Cl:27])[CH:21]=2)[CH2:14][CH:15]2[CH2:19][CH2:18][CH2:17][CH2:16]2)=[N:8][CH:7]=1)=[O:5])C.[OH-].[Na+]. The catalyst is C(O)C. The product is [CH:15]1([CH2:14][CH:13]([C:20]2[CH:25]=[CH:24][C:23]([Cl:26])=[C:22]([Cl:27])[CH:21]=2)[C:12]([NH:11][C:9]2[S:10][C:6]([C:4]([OH:5])=[O:3])=[CH:7][N:8]=2)=[O:28])[CH2:19][CH2:18][CH2:17][CH2:16]1. The yield is 0.220. (2) The reactants are Cl[C:2]1[C:3]([CH3:17])=[C:4]([CH3:16])[C:5]2[N:6]([C:8]([C:11]([O:13][CH2:14][CH3:15])=[O:12])=[CH:9][N:10]=2)[N:7]=1.[F:18][C:19]([F:30])([F:29])[C:20]1[CH:25]=[CH:24][CH:23]=[CH:22][C:21]=1B(O)O.C1(P(C2CCCCC2)C2C=CC=CC=2C2C(OC)=CC=CC=2OC)CCCCC1.[O-]P([O-])([O-])=O.[K+].[K+].[K+]. The catalyst is O1CCOCC1.O.C1C=CC(/C=C/C(/C=C/C2C=CC=CC=2)=O)=CC=1.C1C=CC(/C=C/C(/C=C/C2C=CC=CC=2)=O)=CC=1.C1C=CC(/C=C/C(/C=C/C2C=CC=CC=2)=O)=CC=1.[Pd].[Pd]. The product is [CH3:17][C:3]1[C:2]([C:21]2[CH:22]=[CH:23][CH:24]=[CH:25][C:20]=2[C:19]([F:30])([F:29])[F:18])=[N:7][N:6]2[C:8]([C:11]([O:13][CH2:14][CH3:15])=[O:12])=[CH:9][N:10]=[C:5]2[C:4]=1[CH3:16]. The yield is 0.680. (3) The reactants are [C:1]([N:8]1[CH2:13][CH2:12][NH:11][CH2:10][CH2:9]1)([O:3][C:4]([CH3:7])([CH3:6])[CH3:5])=[O:2].[CH2:14]([S:21](Cl)(=[O:23])=[O:22])[C:15]1[CH:20]=[CH:19][CH:18]=[CH:17][CH:16]=1.C([O-])([O-])=O.[Na+].[Na+]. The catalyst is CC#N.CCOC(C)=O. The product is [C:1]([N:8]1[CH2:9][CH2:10][N:11]([S:21]([CH2:14][C:15]2[CH:20]=[CH:19][CH:18]=[CH:17][CH:16]=2)(=[O:23])=[O:22])[CH2:12][CH2:13]1)([O:3][C:4]([CH3:7])([CH3:6])[CH3:5])=[O:2]. The yield is 0.980. (4) The reactants are Br[C:2]1[CH:11]=[CH:10][C:5]([C:6]([O:8][CH3:9])=[O:7])=[CH:4][C:3]=1[CH3:12].[F:13][C:14]([F:25])([F:24])[C:15]1[CH:20]=[CH:19][CH:18]=[CH:17][C:16]=1B(O)O.C(=O)([O-])[O-].[K+].[K+]. The catalyst is C1(C)C=CC=CC=1.O.C1C=CC([P]([Pd]([P](C2C=CC=CC=2)(C2C=CC=CC=2)C2C=CC=CC=2)([P](C2C=CC=CC=2)(C2C=CC=CC=2)C2C=CC=CC=2)[P](C2C=CC=CC=2)(C2C=CC=CC=2)C2C=CC=CC=2)(C2C=CC=CC=2)C2C=CC=CC=2)=CC=1. The product is [CH3:12][C:3]1[CH:4]=[C:5]([C:6]([O:8][CH3:9])=[O:7])[CH:10]=[CH:11][C:2]=1[C:16]1[CH:17]=[CH:18][CH:19]=[CH:20][C:15]=1[C:14]([F:25])([F:24])[F:13]. The yield is 0.960. (5) The reactants are [CH:1]([C@H:14]1[O:19][CH2:18][C@@H:17]([NH2:20])[CH2:16][CH2:15]1)([C:8]1[CH:13]=[CH:12][CH:11]=[CH:10][CH:9]=1)[C:2]1[CH:7]=[CH:6][CH:5]=[CH:4][CH:3]=1.[I:21][C:22]1[CH:29]=[CH:28][C:25]([CH:26]=O)=[CH:24][CH:23]=1.C(O)(=O)C.[BH3-]C#N.[Na+]. The catalyst is ClCCCl.CO. The product is [CH:1]([C@H:14]1[O:19][CH2:18][C@@H:17]([NH:20][CH2:26][C:25]2[CH:28]=[CH:29][C:22]([I:21])=[CH:23][CH:24]=2)[CH2:16][CH2:15]1)([C:8]1[CH:13]=[CH:12][CH:11]=[CH:10][CH:9]=1)[C:2]1[CH:3]=[CH:4][CH:5]=[CH:6][CH:7]=1. The yield is 0.810. (6) The reactants are [CH3:1][O:2][C:3]1[CH:4]=[C:5]([OH:12])[CH:6]=[C:7]([O:10][CH3:11])[C:8]=1[CH3:9].N1C=CC=CC=1.[F:19][C:20]([F:33])([F:32])[S:21](O[S:21]([C:20]([F:33])([F:32])[F:19])(=[O:23])=[O:22])(=[O:23])=[O:22].C([O-])(O)=O.[Na+]. The catalyst is C(Cl)Cl. The product is [F:19][C:20]([F:33])([F:32])[S:21]([O:12][C:5]1[CH:6]=[C:7]([O:10][CH3:11])[C:8]([CH3:9])=[C:3]([O:2][CH3:1])[CH:4]=1)(=[O:23])=[O:22]. The yield is 0.600. (7) The reactants are [NH2:1][C:2]1[CH:6]=[CH:5][NH:4][C:3]=1[C:7]([O:9][CH2:10][CH3:11])=[O:8].[F:12][CH:13]([F:32])[O:14][C:15]1[CH:16]=[CH:17][C:18]2[N:22]=[C:21]([S:23][C:24]3[O:28][C:27]([CH:29]=O)=[CH:26][CH:25]=3)[NH:20][C:19]=2[CH:31]=1.[C:33]1(=O)[CH2:38][CH2:37][CH2:36][C:35](=[O:39])[CH2:34]1. The catalyst is C(O)C. The product is [CH2:10]([O:9][C:7]([C:3]1[NH:4][CH:5]=[C:6]2[CH:29]([C:27]3[O:28][C:24]([S:23][C:21]4[NH:22][C:18]5[CH:17]=[CH:16][C:15]([O:14][CH:13]([F:12])[F:32])=[CH:31][C:19]=5[N:20]=4)=[CH:25][CH:26]=3)[C:34]3[C:35](=[O:39])[CH2:36][CH2:37][CH2:38][C:33]=3[NH:1][C:2]=12)=[O:8])[CH3:11]. The yield is 0.230.